Dataset: Reaction yield outcomes from USPTO patents with 853,638 reactions. Task: Predict the reaction yield, written as a fraction of the theoretical maximum amount of product (1.0 means a 100% yield; for example, 0.34 means a 34% yield). (1) The reactants are O[CH:2]([CH:6]1[CH2:15][CH2:14][C:13]2[C:8](=[CH:9][CH:10]=[C:11]([O:16]C)[CH:12]=2)[C:7]1=O)[C:3](O)=[O:4].[CH3:19][NH:20][NH2:21].B(Br)(Br)Br. The catalyst is CC(O)C. The product is [OH:16][C:11]1[CH:10]=[CH:9][C:8]2[C:7]3[C:6](=[CH:2][C:3](=[O:4])[N:20]([CH3:19])[N:21]=3)[CH2:15][CH2:14][C:13]=2[CH:12]=1. The yield is 0.270. (2) The reactants are [CH2:1]([N:3]([CH2:13][CH2:14][OH:15])[C:4]1[CH:11]=[CH:10][C:7]([CH:8]=O)=[C:6]([CH3:12])[CH:5]=1)[CH3:2].[C:16]([NH:19][NH2:20])([NH2:18])=[NH:17].[ClH:21]. No catalyst specified. The product is [ClH:21].[CH2:1]([N:3]([CH2:13][CH2:14][OH:15])[C:4]1[CH:11]=[CH:10][C:7]([CH:8]=[N:20][NH:19][C:16]([NH2:18])=[NH:17])=[C:6]([CH3:12])[CH:5]=1)[CH3:2]. The yield is 0.440.